Dataset: Full USPTO retrosynthesis dataset with 1.9M reactions from patents (1976-2016). Task: Predict the reactants needed to synthesize the given product. (1) Given the product [CH2:1]([O:3][C:4]([C:6]1[C:7]2[CH:15]=[CH:14][C:13]([C:21]3[CH:22]=[CH:23][C:18]([F:17])=[CH:19][CH:20]=3)=[CH:12][C:8]=2[S:9][C:10]=1[NH2:11])=[O:5])[CH3:2], predict the reactants needed to synthesize it. The reactants are: [CH2:1]([O:3][C:4]([C:6]1[C:7]2[CH:15]=[CH:14][C:13](Br)=[CH:12][C:8]=2[S:9][C:10]=1[NH2:11])=[O:5])[CH3:2].[F:17][C:18]1[CH:23]=[CH:22][C:21](B(O)O)=[CH:20][CH:19]=1.C([O-])(O)=O.[Na+]. (2) Given the product [C:1]([O:5][C:6](=[O:17])[CH2:7][O:8][C:9]1[C:14]([C:19]#[C:18][C:20]2[CH:25]=[CH:24][CH:23]=[C:22]([S:26]([CH2:29][CH2:30][CH3:31])(=[O:28])=[O:27])[CH:21]=2)=[CH:13][C:12]([Cl:16])=[CH:11][N:10]=1)([CH3:4])([CH3:3])[CH3:2], predict the reactants needed to synthesize it. The reactants are: [C:1]([O:5][C:6](=[O:17])[CH2:7][O:8][C:9]1[C:14](Br)=[CH:13][C:12]([Cl:16])=[CH:11][N:10]=1)([CH3:4])([CH3:3])[CH3:2].[C:18]([C:20]1[CH:25]=[CH:24][CH:23]=[C:22]([S:26]([CH2:29][CH2:30][CH3:31])(=[O:28])=[O:27])[CH:21]=1)#[CH:19].C1(P(C2C=CC=CC=2)C2C=CC=CC=2)C=CC=CC=1.